From a dataset of Forward reaction prediction with 1.9M reactions from USPTO patents (1976-2016). Predict the product of the given reaction. (1) Given the reactants [NH2:1][C:2]1[C:7]([C:8]([OH:10])=O)=[C:6]([Br:11])[C:5]([F:12])=[CH:4][CH:3]=1.[C:13]([O:17][C:18]([N:20]1[CH2:24][C@@H:23]([O:25][Si:26]([C:29]([CH3:32])([CH3:31])[CH3:30])([CH3:28])[CH3:27])[CH2:22][C@H:21]1[C:33](O)=O)=[O:19])([CH3:16])([CH3:15])[CH3:14].C1(OP(OC2C=CC=CC=2)OC2C=CC=CC=2)C=CC=CC=1.[NH2:58][C:59]1[CH:64]=[CH:63][CH:62]=[CH:61][CH:60]=1, predict the reaction product. The product is: [Br:11][C:6]1[C:5]([F:12])=[CH:4][CH:3]=[C:2]2[C:7]=1[C:8](=[O:10])[N:58]([C:59]1[CH:64]=[CH:63][CH:62]=[CH:61][CH:60]=1)[C:33]([C@@H:21]1[CH2:22][C@H:23]([O:25][Si:26]([C:29]([CH3:31])([CH3:32])[CH3:30])([CH3:28])[CH3:27])[CH2:24][N:20]1[C:18]([O:17][C:13]([CH3:14])([CH3:16])[CH3:15])=[O:19])=[N:1]2. (2) Given the reactants Cl[C:2]1[CH:7]=[N:6][C:5]([CH3:8])=[CH:4][N:3]=1.[C:9]([N:12]1[C:21]2[C:16](=[CH:17][C:18]([C:22]([NH:24][CH3:25])=[O:23])=[CH:19][CH:20]=2)[CH:15]([NH2:26])[CH:14]([CH3:27])[CH:13]1[CH:28]1[CH2:30][CH2:29]1)(=[O:11])[CH3:10].CC(C)([O-])C.[Na+].CN(C1C(C2C(P(C3CCCCC3)C3CCCCC3)=CC=CC=2)=CC=CC=1)C, predict the reaction product. The product is: [C:9]([N:12]1[C:21]2[C:16](=[CH:17][C:18]([C:22]([NH:24][CH3:25])=[O:23])=[CH:19][CH:20]=2)[CH:15]([NH:26][C:2]2[CH:7]=[N:6][C:5]([CH3:8])=[CH:4][N:3]=2)[CH:14]([CH3:27])[CH:13]1[CH:28]1[CH2:29][CH2:30]1)(=[O:11])[CH3:10]. (3) Given the reactants [NH2:1][C:2]1[CH:6]=[CH:5][O:4][N:3]=1.[CH:7]1([C:10]2[CH:11]=[C:12]([C:31]3[CH:36]=[C:35]([F:37])[CH:34]=[C:33]([F:38])[CH:32]=3)[CH:13]=[CH:14][C:15]=2[N:16]2[C:25]3[C:20](=[CH:21][C:22]([S:26](Cl)(=[O:28])=[O:27])=[CH:23][CH:24]=3)[CH:19]=[CH:18][C:17]2=[O:30])[CH2:9][CH2:8]1.[Li+].C[Si]([N-][Si](C)(C)C)(C)C.C(O)(C(F)(F)F)=O, predict the reaction product. The product is: [CH:7]1([C:10]2[CH:11]=[C:12]([C:31]3[CH:32]=[C:33]([F:38])[CH:34]=[C:35]([F:37])[CH:36]=3)[CH:13]=[CH:14][C:15]=2[N:16]2[C:25]3[C:20](=[CH:21][C:22]([S:26]([NH:1][C:2]4[CH:6]=[CH:5][O:4][N:3]=4)(=[O:28])=[O:27])=[CH:23][CH:24]=3)[CH:19]=[CH:18][C:17]2=[O:30])[CH2:9][CH2:8]1. (4) Given the reactants Cl.[CH3:2][CH:3]([O:6][C:7](=[O:24])[C@H:8]([CH2:10][CH2:11][CH2:12][NH:13][C:14]([O:16][CH2:17][C:18]1[CH:23]=[CH:22][CH:21]=[CH:20][CH:19]=1)=[O:15])[NH2:9])[CH2:4][CH3:5].C([O-])(O)=O.[Na+].[C:30]1([CH3:40])[CH:35]=[CH:34][C:33]([S:36](Cl)(=[O:38])=[O:37])=[CH:32][CH:31]=1, predict the reaction product. The product is: [CH3:2][CH:3]([O:6][C:7](=[O:24])[C@H:8]([CH2:10][CH2:11][CH2:12][NH:13][C:14]([O:16][CH2:17][C:18]1[CH:19]=[CH:20][CH:21]=[CH:22][CH:23]=1)=[O:15])[NH:9][S:36]([C:33]1[CH:34]=[CH:35][C:30]([CH3:40])=[CH:31][CH:32]=1)(=[O:38])=[O:37])[CH2:4][CH3:5].